This data is from Full USPTO retrosynthesis dataset with 1.9M reactions from patents (1976-2016). The task is: Predict the reactants needed to synthesize the given product. (1) Given the product [NH2:1][C:4]1[CH:9]=[CH:8][C:7]([N:10]([CH2:14][CH2:15][C:16]2[CH:21]=[CH:20][CH:19]=[CH:18][N:17]=2)[C:11](=[O:13])[CH3:12])=[CH:6][CH:5]=1, predict the reactants needed to synthesize it. The reactants are: [N+:1]([C:4]1[CH:9]=[CH:8][C:7]([N:10]([CH2:14][CH2:15][C:16]2[CH:21]=[CH:20][CH:19]=[CH:18][N:17]=2)[C:11](=[O:13])[CH3:12])=[CH:6][CH:5]=1)([O-])=O. (2) Given the product [Br:1][C:2]1[CH:3]=[CH:4][C:5]([CH:49]([C@@H:19]2[C@H:18]([O:17][CH2:10][C:11]3[CH:12]=[CH:13][CH:14]=[CH:15][CH:16]=3)[C@@H:23]([O:24][CH2:25][C:26]3[CH:31]=[CH:30][CH:29]=[CH:28][CH:27]=3)[C@H:22]([O:32][CH2:33][C:34]3[CH:35]=[CH:36][CH:37]=[CH:38][CH:39]=3)[C@H:21]([CH2:40][O:41][CH2:42][C:43]3[CH:48]=[CH:47][CH:46]=[CH:45][CH:44]=3)[O:20]2)[OH:50])=[C:6]([CH3:8])[CH:7]=1, predict the reactants needed to synthesize it. The reactants are: [Br:1][C:2]1[CH:3]=[CH:4][C:5](I)=[C:6]([CH3:8])[CH:7]=1.[CH2:10]([O:17][C@@H:18]1[C@@H:23]([O:24][CH2:25][C:26]2[CH:31]=[CH:30][CH:29]=[CH:28][CH:27]=2)[C@H:22]([O:32][CH2:33][C:34]2[CH:39]=[CH:38][CH:37]=[CH:36][CH:35]=2)[C@H:21]([CH2:40][O:41][CH2:42][C:43]2[CH:48]=[CH:47][CH:46]=[CH:45][CH:44]=2)[O:20][C@@H:19]1[CH:49]=[O:50])[C:11]1[CH:16]=[CH:15][CH:14]=[CH:13][CH:12]=1.Cl. (3) Given the product [CH2:46]([N:30]([CH2:28][CH3:29])[C:31](=[O:45])[C:32]1[CH:37]=[CH:36][C:35]([NH:1][C:2]2[N:27]=[C:5]3[CH:6]=[CH:7][C:8]([C:10]4[CH:11]=[CH:12][C:13]([NH:16][C:17](=[O:26])[CH2:18][C:19]5[CH:24]=[CH:23][C:22]([F:25])=[CH:21][CH:20]=5)=[CH:14][CH:15]=4)=[CH:9][N:4]3[N:3]=2)=[C:34]([O:39][CH2:40][C:41]([F:43])([F:42])[F:44])[CH:33]=1)[CH3:47], predict the reactants needed to synthesize it. The reactants are: [NH2:1][C:2]1[N:27]=[C:5]2[CH:6]=[CH:7][C:8]([C:10]3[CH:15]=[CH:14][C:13]([NH:16][C:17](=[O:26])[CH2:18][C:19]4[CH:24]=[CH:23][C:22]([F:25])=[CH:21][CH:20]=4)=[CH:12][CH:11]=3)=[CH:9][N:4]2[N:3]=1.[CH2:28]([N:30]([CH2:46][CH3:47])[C:31](=[O:45])[C:32]1[CH:37]=[CH:36][C:35](I)=[C:34]([O:39][CH2:40][C:41]([F:44])([F:43])[F:42])[CH:33]=1)[CH3:29].CC(C1C=C(C(C)C)C(C2C=CC=CC=2P(C2CCCCC2)C2CCCCC2)=C(C(C)C)C=1)C.CC(C)([O-])C.[Na+].